This data is from Forward reaction prediction with 1.9M reactions from USPTO patents (1976-2016). The task is: Predict the product of the given reaction. (1) Given the reactants [NH2:1][C:2]1[CH:3]=[N:4][CH:5]=[CH:6][CH:7]=1.C([Li])CCC.[CH3:13][S:14][C:15](SC)=[C:16]([C:21]#[N:22])[C:17]([O:19][CH3:20])=[O:18], predict the reaction product. The product is: [C:21]([C:16](=[C:15]([S:14][CH3:13])[NH:1][C:2]1[CH:3]=[N:4][CH:5]=[CH:6][CH:7]=1)[C:17]([O:19][CH3:20])=[O:18])#[N:22]. (2) Given the reactants [N:1]1[CH:6]=[CH:5][CH:4]=[CH:3][C:2]=1[N:7]1[CH2:12][CH2:11][NH:10][CH2:9][CH2:8]1.C=O.[Cl:15][C:16]1[CH:17]=[C:18]([CH:22]=[CH:23][CH:24]=1)[C:19]([NH2:21])=[O:20].[C:25](=O)([O-])[O-].[K+].[K+], predict the reaction product. The product is: [Cl:15][C:16]1[CH:17]=[C:18]([CH:22]=[CH:23][CH:24]=1)[C:19]([NH:21][CH2:25][N:10]1[CH2:9][CH2:8][N:7]([C:2]2[CH:3]=[CH:4][CH:5]=[CH:6][N:1]=2)[CH2:12][CH2:11]1)=[O:20]. (3) Given the reactants [O-][Si]([O-])([O-])[O-].[Mg+2].[Al+3].C(OC)(=O)C(C)=C.[C:15]([O:20][CH2:21][CH2:22][CH2:23][CH3:24])(=[O:19])[C:16]([CH3:18])=C.[C:25]([O:29][CH2:30][CH2:31][CH2:32][CH3:33])(=[O:28])[CH:26]=[CH2:27].C(OCCC[Si](OC)(OC)OC)(=O)C(C)=C.S(OOS([O-])(=O)=O)([O-])(=O)=O.[K+].[K+], predict the reaction product. The product is: [CH3:30][CH2:31][CH2:32][CH2:33][CH:22]([CH2:21][O:20][C:15]([CH:16]=[CH2:18])=[O:19])[CH2:23][CH3:24].[CH3:33][CH2:32][CH2:31][CH2:30][O:29][C:25]([CH:26]=[CH2:27])=[O:28]. (4) Given the reactants [CH2:1]([O:3][C:4]([C:6]1[CH:11]=[CH:10][CH:9]=[C:8]([C:12]2[CH2:16][CH2:15][CH2:14][C:13]=2[C:17]2[CH:22]=[C:21]([CH3:23])[CH:20]=[CH:19][C:18]=2[OH:24])[N:7]=1)=[O:5])[CH3:2].[F:25][C:26]1[CH:33]=[CH:32][C:29]([CH2:30]Br)=[CH:28][CH:27]=1.C(=O)([O-])[O-].[K+].[K+], predict the reaction product. The product is: [CH2:1]([O:3][C:4]([C:6]1[CH:11]=[CH:10][CH:9]=[C:8]([C:12]2[CH2:16][CH2:15][CH2:14][C:13]=2[C:17]2[CH:22]=[C:21]([CH3:23])[CH:20]=[CH:19][C:18]=2[O:24][CH2:30][C:29]2[CH:32]=[CH:33][C:26]([F:25])=[CH:27][CH:28]=2)[N:7]=1)=[O:5])[CH3:2]. (5) Given the reactants I[C:2]1[N:6]([C:7]2[CH:12]=[CH:11][C:10]([O:13][CH3:14])=[CH:9][CH:8]=2)[N:5]=[C:4]([CH3:15])[C:3]=1[C:16]#[N:17].[CH3:18][C:19]1[C:23]([Sn](CCCC)(CCCC)CCCC)=[C:22]([CH3:37])[O:21][N:20]=1, predict the reaction product. The product is: [CH3:18][C:19]1[C:23]([C:2]2[N:6]([C:7]3[CH:12]=[CH:11][C:10]([O:13][CH3:14])=[CH:9][CH:8]=3)[N:5]=[C:4]([CH3:15])[C:3]=2[C:16]#[N:17])=[C:22]([CH3:37])[O:21][N:20]=1. (6) Given the reactants [N+:1]([O-:4])(O)=[O:2].[Cl:5][C:6]1[CH:11]=[CH:10][C:9]([C:12]2([OH:20])[O:16][C:15](=[O:17])[CH2:14][C:13]2([CH3:19])[CH3:18])=[CH:8][CH:7]=1, predict the reaction product. The product is: [Cl:5][C:6]1[CH:7]=[CH:8][C:9]([C:12]2([OH:20])[O:16][C:15](=[O:17])[CH2:14][C:13]2([CH3:18])[CH3:19])=[CH:10][C:11]=1[N+:1]([O-:4])=[O:2]. (7) Given the reactants [CH2:1]([C:3]1[N:8]=[C:7]2[N:9]([CH:13]([CH2:16][CH3:17])[CH2:14][CH3:15])[N:10]=[C:11]([CH3:12])[C:6]2=[N:5][C:4]=1[C:18]1[C:19]([OH:27])=[N:20][C:21]([CH:24]([CH3:26])[CH3:25])=[CH:22][CH:23]=1)[CH3:2].[F:28][C:29]([F:42])([F:41])[S:30](O[S:30]([C:29]([F:42])([F:41])[F:28])(=[O:32])=[O:31])(=[O:32])=[O:31].C(N(CC)CC)C, predict the reaction product. The product is: [CH2:1]([C:3]1[N:8]=[C:7]2[N:9]([CH:13]([CH2:14][CH3:15])[CH2:16][CH3:17])[N:10]=[C:11]([CH3:12])[C:6]2=[N:5][C:4]=1[C:18]1[C:19]([O:27][S:30]([C:29]([F:42])([F:41])[F:28])(=[O:32])=[O:31])=[N:20][C:21]([CH:24]([CH3:25])[CH3:26])=[CH:22][CH:23]=1)[CH3:2]. (8) Given the reactants [NH2:1][C:2]1[C:3]([N+:22]([O-:24])=[O:23])=[CH:4][C:5]([Cl:21])=[C:6]([N:8]2[CH2:13][CH2:12][N:11]([C:14]([O:16][C:17]([CH3:20])([CH3:19])[CH3:18])=[O:15])[CH2:10][CH2:9]2)[CH:7]=1.[CH3:25][N:26]([C:28]1[CH:36]=[CH:35][C:31]([C:32](Cl)=[O:33])=[CH:30][CH:29]=1)[CH3:27].CCN(P1(N(C)CCCN1C)=NC(C)(C)C)CC, predict the reaction product. The product is: [Cl:21][C:5]1[CH:4]=[C:3]([N+:22]([O-:24])=[O:23])[C:2]([NH:1][C:32](=[O:33])[C:31]2[CH:30]=[CH:29][C:28]([N:26]([CH3:25])[CH3:27])=[CH:36][CH:35]=2)=[CH:7][C:6]=1[N:8]1[CH2:9][CH2:10][N:11]([C:14]([O:16][C:17]([CH3:18])([CH3:19])[CH3:20])=[O:15])[CH2:12][CH2:13]1. (9) The product is: [OH:17][N:18]=[C:10]1[CH2:11][CH2:12][CH:9]1[C:4]1[CH:5]=[CH:6][CH:7]=[CH:8][C:3]=1[C:2]([F:15])([F:14])[F:1]. Given the reactants [F:1][C:2]([F:15])([F:14])[C:3]1[CH:8]=[CH:7][CH:6]=[CH:5][C:4]=1[CH:9]1[CH2:12][CH2:11][C:10]1=O.Cl.[OH:17][NH2:18].C([O-])([O-])=O.[K+].[K+], predict the reaction product.